Dataset: Forward reaction prediction with 1.9M reactions from USPTO patents (1976-2016). Task: Predict the product of the given reaction. (1) Given the reactants [F:1][C:2]1([F:26])[O:7][C:6]2[CH:8]=[C:9]([F:21])[C:10]([NH:12]/[N:13]=[CH:14]/[C:15](=O)[C:16]([F:19])([F:18])[F:17])=[CH:11][C:5]=2[N:4]([CH2:22][C:23]#[CH:24])[C:3]1=[O:25].[C:27]([CH2:32][CH:33]=P(C1C=CC=CC=1)(C1C=CC=CC=1)C1C=CC=CC=1)(OCC)=[O:28].C1(P(=O)(C2C=CC=CC=2)C2C=CC=CC=2)C=CC=CC=1, predict the reaction product. The product is: [F:1][C:2]1([F:26])[C:3](=[O:25])[N:4]([CH2:22][C:23]#[CH:24])[C:5]2[CH:11]=[C:10]([N:12]3[C:27](=[O:28])[C:32]([CH3:33])=[C:15]([C:16]([F:19])([F:18])[F:17])[CH:14]=[N:13]3)[C:9]([F:21])=[CH:8][C:6]=2[O:7]1. (2) Given the reactants [C:1]([C:4]1[C:22](=[O:23])[C@@:8]2([CH3:24])[C:9]3[C:15]([OH:16])=[CH:14][C:13]([O:17][CH3:18])=[C:12]([C:19]([NH2:21])=[O:20])[C:10]=3[O:11][C:7]2=[CH:6][C:5]=1[OH:25])(=[O:3])[CH3:2].[CH2:26]([C:28]1[C:35]([CH2:36][CH3:37])=[CH:34][C:33]([CH2:38][CH3:39])=[C:32]([CH2:40][CH3:41])[C:29]=1[CH:30]=O)[CH3:27].C([SiH](CC)CC)C.FC(F)(F)C(O)=O, predict the reaction product. The product is: [C:1]([C:4]1[C:22](=[O:23])[C@@:8]2([CH3:24])[C:9]3[C:15]([OH:16])=[CH:14][C:13]([O:17][CH3:18])=[C:12]([C:19]([NH:21][CH2:30][C:29]4[C:28]([CH2:26][CH3:27])=[C:35]([CH2:36][CH3:37])[CH:34]=[C:33]([CH2:38][CH3:39])[C:32]=4[CH2:40][CH3:41])=[O:20])[C:10]=3[O:11][C:7]2=[CH:6][C:5]=1[OH:25])(=[O:3])[CH3:2]. (3) Given the reactants [N:1]1([CH2:7][CH2:8][CH2:9][OH:10])[CH2:6][CH2:5][CH2:4][CH2:3][CH2:2]1.[H-].[Na+].[F:13][C:14]1[C:15]([C:35]2[CH:36]=[N:37][C:38](F)=[CH:39][CH:40]=2)=[CH:16][C:17]2[C:18]3[N:26]([CH:27]4[CH2:32][CH2:31][O:30][CH2:29][CH2:28]4)[C:25](=[O:33])[N:24]([CH3:34])[C:19]=3[CH:20]=[N:21][C:22]=2[CH:23]=1, predict the reaction product. The product is: [F:13][C:14]1[C:15]([C:35]2[CH:36]=[N:37][C:38]([O:10][CH2:9][CH2:8][CH2:7][N:1]3[CH2:6][CH2:5][CH2:4][CH2:3][CH2:2]3)=[CH:39][CH:40]=2)=[CH:16][C:17]2[C:18]3[N:26]([CH:27]4[CH2:28][CH2:29][O:30][CH2:31][CH2:32]4)[C:25](=[O:33])[N:24]([CH3:34])[C:19]=3[CH:20]=[N:21][C:22]=2[CH:23]=1. (4) Given the reactants [F:1][C:2]1[N:7]=[CH:6][C:5]([C:8]([OH:10])=O)=[CH:4][CH:3]=1.C(N1C=CN=C1)(N1C=CN=C1)=O.[Mg+].[C:24]([O:30][CH2:31][CH3:32])(=[O:29])[CH2:25]C([O-])=O.Cl, predict the reaction product. The product is: [F:1][C:2]1[N:7]=[CH:6][C:5]([C:8](=[O:10])[CH2:25][C:24]([O:30][CH2:31][CH3:32])=[O:29])=[CH:4][CH:3]=1. (5) Given the reactants [CH2:1]([O:8][C:9]1[CH:14]=[CH:13][C:12]([C:15](=[O:17])[CH3:16])=[CH:11][CH:10]=1)[C:2]1[CH:7]=[CH:6][CH:5]=[CH:4][CH:3]=1.[Br:18]Br, predict the reaction product. The product is: [CH2:1]([O:8][C:9]1[CH:10]=[CH:11][C:12]([C:15](=[O:17])[CH2:16][Br:18])=[CH:13][CH:14]=1)[C:2]1[CH:3]=[CH:4][CH:5]=[CH:6][CH:7]=1. (6) Given the reactants [NH2:1][C:2](=[O:45])[C:3]([CH3:44])([CH3:43])[CH2:4][NH:5][C:6]([C@H:8]([CH:40]([CH3:42])[CH3:41])[CH2:9][C@@H:10]1[O:14][CH2:13][N:12]([C:15]([O:17][CH2:18]Cl)=[O:16])[C@H:11]1[CH2:20][C@H:21]([CH2:25][C:26]1[CH:31]=[CH:30][C:29]([O:32][CH3:33])=[C:28]([O:34][CH2:35][CH2:36][CH2:37][O:38][CH3:39])[CH:27]=1)[CH:22]([CH3:24])[CH3:23])=[O:7].C(=O)([O-])[O-].[Cs+].[Cs+].[I-].[Cs+].[OH:54][C:55]1[CH:56]=[N:57][CH:58]=[CH:59][CH:60]=1.C(O)(=O)CC(CC(O)=O)(C(O)=O)O, predict the reaction product. The product is: [NH2:1][C:2](=[O:45])[C:3]([CH3:44])([CH3:43])[CH2:4][NH:5][C:6]([C@H:8]([CH:40]([CH3:42])[CH3:41])[CH2:9][C@@H:10]1[O:14][CH2:13][N:12]([C:15]([O:17][CH2:18][O:54][C:55]2[CH:56]=[N:57][CH:58]=[CH:59][CH:60]=2)=[O:16])[C@H:11]1[CH2:20][C@H:21]([CH2:25][C:26]1[CH:31]=[CH:30][C:29]([O:32][CH3:33])=[C:28]([O:34][CH2:35][CH2:36][CH2:37][O:38][CH3:39])[CH:27]=1)[CH:22]([CH3:24])[CH3:23])=[O:7]. (7) Given the reactants [O:1]=[C:2]1[C:11]([N:12]2[CH2:17][CH2:16][CH2:15][CH2:14][CH2:13]2)=[N:10][C:9]2[C:4](=[CH:5][CH:6]=[C:7]([C:18]([O:20][CH3:21])=[O:19])[CH:8]=2)[NH:3]1.N1C=CC=CC=1.[O:28](S(C(F)(F)F)(=O)=O)[S:29]([C:32]([F:35])([F:34])[F:33])(=O)=[O:30], predict the reaction product. The product is: [N:12]1([C:11]2[C:2]([O:1][S:29]([C:32]([F:35])([F:34])[F:33])(=[O:30])=[O:28])=[N:3][C:4]3[C:9]([N:10]=2)=[CH:8][C:7]([C:18]([O:20][CH3:21])=[O:19])=[CH:6][CH:5]=3)[CH2:17][CH2:16][CH2:15][CH2:14][CH2:13]1. (8) Given the reactants [F:1][C:2]1[CH:7]=[CH:6][C:5]([C:8]2[C:17]([C:18]3[CH:23]=[CH:22][N:21]=[CH:20][CH:19]=3)=[C:11]3[CH:12]=[C:13]([OH:16])[CH:14]=[CH:15][N:10]3[N:9]=2)=[CH:4][CH:3]=1.CC(C)([O-])C.[K+].I[CH2:31][CH2:32][CH2:33][CH3:34].O, predict the reaction product. The product is: [CH2:31]([O:16][C:13]1[CH:14]=[CH:15][N:10]2[N:9]=[C:8]([C:5]3[CH:4]=[CH:3][C:2]([F:1])=[CH:7][CH:6]=3)[C:17]([C:18]3[CH:23]=[CH:22][N:21]=[CH:20][CH:19]=3)=[C:11]2[CH:12]=1)[CH2:32][CH2:33][CH3:34].